From a dataset of Reaction yield outcomes from USPTO patents with 853,638 reactions. Predict the reaction yield, written as a fraction of the theoretical maximum amount of product (1.0 means a 100% yield; for example, 0.34 means a 34% yield). (1) The reactants are [C:1]([NH:9][C:10]1[CH:30]=[CH:29][N:13]([C@@H:14]2[O:28][C@H:18]([CH2:19][O:20][Si:21]([C:24]([CH3:27])([CH3:26])[CH3:25])([CH3:23])[CH3:22])[C@@H:16]([OH:17])[CH2:15]2)[C:12](=[O:31])[N:11]=1)(=[O:8])[C:2]1[CH:7]=[CH:6][CH:5]=[CH:4][CH:3]=1.[CH3:32][S:33]([CH3:35])=O.C(OC(=O)C)(=O)C.C([O-])(O)=O.[Na+]. The catalyst is CCOC(C)=O.C(O)(=O)C. The product is [C:1]([NH:9][C:10]1[CH:30]=[CH:29][N:13]([C@@H:14]2[O:28][C@H:18]([CH2:19][O:20][Si:21]([C:24]([CH3:25])([CH3:26])[CH3:27])([CH3:23])[CH3:22])[C@@H:16]([O:17][CH2:32][S:33][CH3:35])[CH2:15]2)[C:12](=[O:31])[N:11]=1)(=[O:8])[C:2]1[CH:3]=[CH:4][CH:5]=[CH:6][CH:7]=1. The yield is 0.730. (2) The reactants are CN(C=O)C.[C:6]([Cl:11])(=O)[C:7](Cl)=[O:8].OC1C(=O)[N:15]([CH:26]([CH3:28])[CH3:27])[S:16](=[O:25])(=[O:24])[C:17]=1[C:18]1[CH:23]=[CH:22][CH:21]=[CH:20][CH:19]=1.O. The catalyst is C(Cl)Cl. The product is [Cl:11][C:6]1[C:7](=[O:8])[N:15]([CH:26]([CH3:28])[CH3:27])[S:16](=[O:24])(=[O:25])[C:17]=1[C:18]1[CH:23]=[CH:22][CH:21]=[CH:20][CH:19]=1. The yield is 0.460.